From a dataset of Catalyst prediction with 721,799 reactions and 888 catalyst types from USPTO. Predict which catalyst facilitates the given reaction. (1) Reactant: Cl[C:2]1[C:7]2[S:8][C:9]3[N:10]=[C:11]([CH2:21][CH:22]([CH3:24])[CH3:23])[C:12]4[CH2:13][CH2:14][C:15]([CH3:20])([CH3:19])[CH2:16][C:17]=4[C:18]=3[C:6]=2[N:5]=[CH:4][N:3]=1.[N:25]1([CH2:31][CH2:32][NH2:33])[CH2:30][CH2:29][O:28][CH2:27][CH2:26]1. Product: [CH2:21]([C:11]1[C:12]2[CH2:13][CH2:14][C:15]([CH3:19])([CH3:20])[CH2:16][C:17]=2[C:18]2[C:6]3[C:7](=[C:2]([NH:33][CH2:32][CH2:31][N:25]4[CH2:30][CH2:29][O:28][CH2:27][CH2:26]4)[N:3]=[CH:4][N:5]=3)[S:8][C:9]=2[N:10]=1)[CH:22]([CH3:23])[CH3:24]. The catalyst class is: 8. (2) The catalyst class is: 851. Product: [Cl:18][C:12]1[N:11]=[CH:10][C:9]([NH:8][C:6](=[O:7])[O:5][C:1]([CH3:2])([CH3:3])[CH3:4])=[C:14]([C:15](=[O:17])[NH:33][C:32]2[CH:34]=[C:28]([O:27][CH2:26][C:21]3[C:20]([F:19])=[CH:25][CH:24]=[CH:23][N:22]=3)[CH:29]=[CH:30][C:31]=2[CH3:35])[CH:13]=1. Reactant: [C:1]([O:5][C:6]([NH:8][C:9]1[C:14]([C:15]([OH:17])=O)=[CH:13][C:12]([Cl:18])=[N:11][CH:10]=1)=[O:7])([CH3:4])([CH3:3])[CH3:2].[F:19][C:20]1[C:21]([CH2:26][O:27][C:28]2[CH:29]=[CH:30][C:31]([CH3:35])=[C:32]([CH:34]=2)[NH2:33])=[N:22][CH:23]=[CH:24][CH:25]=1.CCN=C=NCCCN(C)C.C1C=CC2N(O)N=NC=2C=1. (3) Reactant: C([N:8]1[CH2:13][CH2:12][CH2:11][C@@H:10]([NH:14][C:15]2[C:25](Cl)=[CH:24][C:18]([C:19]([O:21][CH2:22][CH3:23])=[O:20])=[CH:17][N:16]=2)[CH2:9]1)C1C=CC=CC=1.C([O-])=O.[NH4+]. Product: [NH:8]1[CH2:13][CH2:12][CH2:11][C@@H:10]([NH:14][C:15]2[CH:25]=[CH:24][C:18]([C:19]([O:21][CH2:22][CH3:23])=[O:20])=[CH:17][N:16]=2)[CH2:9]1. The catalyst class is: 29. (4) Reactant: [Br:1][C:2]1[CH:7]=[CH:6][C:5]([N:8]2[CH2:13][CH2:12][S:11](=[N:15]C(=O)C(F)(F)F)(=[O:14])[CH2:10][CH2:9]2)=[CH:4][CH:3]=1.ClCC([C@@H]1CCCC[C@H]1C(OC)=O)=O.C([O-])([O-])=O.[K+].[K+].Cl. Product: [Br:1][C:2]1[CH:3]=[CH:4][C:5]([N:8]2[CH2:9][CH2:10][S:11](=[O:14])(=[NH:15])[CH2:12][CH2:13]2)=[CH:6][CH:7]=1. The catalyst class is: 200.